This data is from Catalyst prediction with 721,799 reactions and 888 catalyst types from USPTO. The task is: Predict which catalyst facilitates the given reaction. (1) The catalyst class is: 5. Reactant: [Br:1][C:2]1[S:6][C:5]([C:7](=O)[CH2:8][C:9](=O)[C:10]([F:13])([F:12])[F:11])=[CH:4][CH:3]=1.[NH:16]([CH2:18][C:19]([O:21][CH2:22][CH3:23])=[O:20])[NH2:17]. Product: [Br:1][C:2]1[S:6][C:5]([C:7]2[N:16]([CH2:18][C:19]([O:21][CH2:22][CH3:23])=[O:20])[N:17]=[C:9]([C:10]([F:13])([F:12])[F:11])[CH:8]=2)=[CH:4][CH:3]=1. (2) Reactant: [C:1]([NH2:5])([CH3:4])([CH3:3])[CH3:2].C(N(CC)CC)C.[Br:13][C:14]1[CH:22]=[CH:21][C:17]([C:18](Cl)=[O:19])=[C:16]([F:23])[CH:15]=1. Product: [Br:13][C:14]1[CH:22]=[CH:21][C:17]([C:18]([NH:5][C:1]([CH3:4])([CH3:3])[CH3:2])=[O:19])=[C:16]([F:23])[CH:15]=1. The catalyst class is: 2.